From a dataset of Full USPTO retrosynthesis dataset with 1.9M reactions from patents (1976-2016). Predict the reactants needed to synthesize the given product. Given the product [ClH:17].[CH2:1]([CH:4]1[CH2:9][CH2:8][NH:7][CH2:6][CH2:5]1)[CH:2]=[CH2:3], predict the reactants needed to synthesize it. The reactants are: [CH2:1]([CH:4]1[CH2:9][CH2:8][N:7](C(OC(C)(C)C)=O)[CH2:6][CH2:5]1)[CH:2]=[CH2:3].[ClH:17].